From a dataset of Reaction yield outcomes from USPTO patents with 853,638 reactions. Predict the reaction yield, written as a fraction of the theoretical maximum amount of product (1.0 means a 100% yield; for example, 0.34 means a 34% yield). The reactants are [NH2:1][C:2]1[CH:3]=[C:4]([CH:7]=[C:8]([Br:10])[CH:9]=1)[C:5]#[N:6].[CH3:11][S:12](Cl)(=[O:14])=[O:13]. The catalyst is C(Cl)Cl.N1C=CC=CC=1. The product is [Br:10][C:8]1[CH:9]=[C:2]([NH:1][S:12]([CH3:11])(=[O:14])=[O:13])[CH:3]=[C:4]([C:5]#[N:6])[CH:7]=1. The yield is 0.880.